From a dataset of Drug-target binding data from BindingDB using IC50 measurements. Regression. Given a target protein amino acid sequence and a drug SMILES string, predict the binding affinity score between them. We predict pIC50 (pIC50 = -log10(IC50 in M); higher means more potent). Dataset: bindingdb_ic50. (1) The compound is CC(C)Cn1cc(C#N)c2cc(Cc3ccc(NC(=O)[C@@H]4CCCN4)cc3)ccc21. The target protein (O60825) has sequence MSGASSSEQNNNSYETKTPNLRMSEKKCSWASYMTNSPTLIVMIGLPARGKTYVSKKLTRYLNWIGVPTKVFNLGVYRREAVKSYKSYDFFRHDNEEAMKIRKQCALVALEDVKAYLTEENGQIAVFDATNTTRERRDMILNFAEQNSFKVFFVESVCDDPDVIAANILEVKVSSPDYPERNRENVMEDFLKRIECYKVTYRPLDPDNYDKDLSFIKVINVGQRFLVNRVQDYIQSKIVYYLMNIHVQPRTIYLCRHGESEFNLLGKIGGDSGLSVRGKQFAQALRKFLEEQEITDLKVWTSQLKRTIQTAESLGVPYEQWKILNEIDAGVCEEMTYAEIEKRYPEEFALRDQEKYLYRYPGGESYQDLVQRLEPVIMELERQGNVLVISHQAVMRCLLAYFLDKGADELPYLRCPLHTIFKLTPVAYGCKVETIKLNVEAVNTHRDKPTNNFPKNQTPVRMRRNSFTPLSSSNTIRRPRNYSVGSRPLKPLSPLRAQDM.... The pIC50 is 5.8. (2) The small molecule is O=Nc1c(C2C(=O)Nc3ccccc32)[nH]c2cc(C(=O)O)ccc12. The target protein sequence is MSGRPRTTSFAESCKPVQQPSAFGSMKVSRDKDGSKVTTMVATPGQGPDRPQEVSYTDAKVIGNGSFGVVYQAKLCDSGELVAIKKVLQDKRFKNRELQIMRKLDHCNIVRLRYFFYSSGEKKDEVYLNLVLDYVPETVYRVARHYSRAKQTLPVIYVKLYMYQLFRSLAYIHSFGICHRDIKPQNLLLDPDTAVLKLCDFGSAKQLVRGEPNVSYICSRYYRAPELIFGATDYTSSIDVWSAGCVLAELLLGQPIFPGDSGVDQLVEIIKVLGTPTREQIREMNPNYTEFKFPQIKAHPWTKVFRPRTPPEAIALCSRLLEYTPTARLTPLEACAHSFFDELRDPNVKLPNGRDTPALFNFTTQELSSNPPLATILIPPHARIQAAASTPSNATAASDTNAGDRGQTNNTASASASNST. The pIC50 is 5.2. (3) The small molecule is O=C(COc1ccccc1)N[C@H]1CON([C@@]2(C(=O)O)CCC(=O)O2)C1=O. The target protein (P14677) has sequence MKWTKRVIRYATKNRKSPAENRRRVGKSLSLLSVFVFAIFLVNFAVIIGTGTRFGTDLAKEAKKVHQTTRTVPAKRGTIYDRNGVPIAEDATSYNVYAVIDENYKSATGKILYVEKTQFNKVAEVFHKYLDMEESYVREQLSQPNLKQVSFGAKGNGITYANMMSIKKELEAAEVKGIDFTTSPNRSYPNGQFASSFIGLAQLHENEDGSKSLLGTSGMESSLNSILAGTDGIITYEKDRLGNIVPGTEQVSQRTMDGKDVYTTISSPLQSFMETQMDAFQEKVKGKYMTATLVSAKTGEILATTQRPTFDADTKEGITEDFVWRDILYQSNYEPGSTMKVMMLAAAIDNNTFPGGEVFNSSELKIADATIRDWDVNEGLTGGRTMTFSQGFAHSSNVGMTLLEQKMGDATWLDYLNRFKFGVPTRFGLTDEYAGQLPADNIVNIAQSSFGQGISVTQTQMIRAFTAIANDGVMLEPKFISAIYDPNDQTARKSQKEIVG.... The pIC50 is 5.1. (4) The compound is O=C1Nc2cc(Nc3cccc(NC(=O)c4cccc(C(F)(F)F)c4)c3)ccc2/C1=C/c1ccc[nH]1. The target protein (P43404) has sequence MPDPAAHLPFFYGSISRAEAEEHLKLAGMADGLFLLRQCLRSLGGYVLSLVHDVRFHHFPIERQLNGTYAIAGGKAHCGPAELCQFYSQDPDGLPCNLRKPCNRPPGLEPQPGVFDCLRDAMVRDYVRQTWKLEGDALEQAIISQAPQVEKLIATTAHERMPWYHSSLTREEAERKLYSGQQTDGKFLLRPRKEQGTYALSLVYGKTVYHYLISQDKAGKYCIPEGTKFDTLWQLVEYLKLKADGLIYRLKEVCPNSSASAAVAAPTLPAHPSTFTQPQRRVDTLNSDGYTPEPARLASSTDKPRPMPMDTSVYESPYSDPEELKDKKLFLKRENLLVADIELGCGNFGSVRQGVYRMRKKQIDVAIKVLKQGTEKADKDEMMREAQIMHQLDNPYIVRLIGVCQAEALMLVMEMAGGGPLHKFLLGKKEEIPVSNVAELLHQVAMGMKYLEEKNFVHRDLAARNVLLVNRHYAKISDFGLSKALGADDSYYTARSAGKW.... The pIC50 is 5.3. (5) The drug is Cc1ccc(-c2cc(Nc3cc4n(n3)CCN(C)C4)c(=O)[nH]n2)c(C)c1NC(=O)c1cc2ccccc2s1. The target protein (P35991) has sequence MAAVILESIFLKRSQQKKKTSPLNFKKRLFLLTVHKLSYYEYDFERGRRGSKKGSIDVEKITCVETVIPEKNPPPERQIPRRGEESSEMEQISIIERFPYPFQVVYDEGPLYVFSPTEELRKRWIHQLKNVIRYNSDLVQKYHPCFWIDGQYLCCSQTAKNAMGCQILENRNGSLKPGSSHRKTKKPLPPTPEEDQILKKPLPPEPTAAPISTTELKKVVALYDYMPMNANDLQLRKGEEYFILEESNLPWWRARDKNGQEGYIPSNYITEAEDSIEMYEWYSKHMTRSQAEQLLKQEGKEGGFIVRDSSKAGKYTVSVFAKSTGEPQGVIRHYVVCSTPQSQYYLAEKHLFSTIPELINYHQHNSAGLISRLKYPVSKQNKNAPSTAGLGYGSWEIDPKDLTFLKELGTGQFGVVKYGKWRGQYDVAIKMIREGSMSEDEFIEEAKVMMNLSHEKLVQLYGVCTKQRPIFIITEYMANGCLLNYLREMRHRFQTQQLLE.... The pIC50 is 6.4. (6) The small molecule is O=C(CCc1nc2ccccc2c(=O)[nH]1)Nc1ccc(C(=O)Nc2cccc3cccnc23)cc1. The target protein (Q9Y6F1) has sequence MAPKPKPWVQTEGPEKKKGRQAGREEDPFRSTAEALKAIPAEKRIIRVDPTCPLSSNPGTQVYEDYNCTLNQTNIENNNNKFYIIQLLQDSNRFFTCWNRWGRVGEVGQSKINHFTRLEDAKKDFEKKFREKTKNNWAERDHFVSHPGKYTLIEVQAEDEAQEAVVKVDRGPVRTVTKRVQPCSLDPATQKLITNIFSKEMFKNTMALMDLDVKKMPLGKLSKQQIARGFEALEALEEALKGPTDGGQSLEELSSHFYTVIPHNFGHSQPPPINSPELLQAKKDMLLVLADIELAQALQAVSEQEKTVEEVPHPLDRDYQLLKCQLQLLDSGAPEYKVIQTYLEQTGSNHRCPTLQHIWKVNQEGEEDRFQAHSKLGNRKLLWHGTNMAVVAAILTSGLRIMPHSGGRVGKGIYFASENSKSAGYVIGMKCGAHHVGYMFLGEVALGREHHINTDNPSLKSPPPGFDSVIARGHTEPDPTQDTELELDGQQVVVPQGQPV.... The pIC50 is 4.4. (7) The drug is CC1=C(/C=C/C(C)=C/C=C/C(C)=C/C(=O)O)C(C)(C)CCC1. The target protein (P13631) has sequence MATNKERLFAAGALGPGSGYPGAGFPFAFPGALRGSPPFEMLSPSFRGLGQPDLPKEMASLSVETQSTSSEEMVPSSPSPPPPPRVYKPCFVCNDKSSGYHYGVSSCEGCKGFFRRSIQKNMVYTCHRDKNCIINKVTRNRCQYCRLQKCFEVGMSKEAVRNDRNKKKKEVKEEGSPDSYELSPQLEELITKVSKAHQETFPSLCQLGKYTTNSSADHRVQLDLGLWDKFSELATKCIIKIVEFAKRLPGFTGLSIADQITLLKAACLDILMLRICTRYTPEQDTMTFSDGLTLNRTQMHNAGFGPLTDLVFAFAGQLLPLEMDDTETGLLSAICLICGDRMDLEEPEKVDKLQEPLLEALRLYARRRRPSQPYMFPRMLMKITDLRGISTKGAERAITLKMEIPGPMPPLIREMLENPEMFEDDSSQPGPHPNASSEDEVPGGQGKGGLKSPA. The pIC50 is 9.1. (8) The small molecule is Cc1cc(-c2c(Cl)ccn3cc(C(F)(F)F)nc23)cc2cn[nH]c12. The target protein (Q9Y698) has sequence MGLFDRGVQMLLTTVGAFAAFSLMTIAVGTDYWLYSRGVCKTKSVSENETSKKNEEVMTHSGLWRTCCLEGNFKGLCKQIDHFPEDADYEADTAEYFLRAVRASSIFPILSVILLFMGGLCIAASEFYKTRHNIILSAGIFFVSAGLSNIIGIIVYISANAGDPSKSDSKKNSYSYGWSFYFGALSFIIAEMVGVLAVHMFIDRHKQLRATARATDYLQASAITRIPSYRYRYQRRSRSSSRSTEPSHSRDASPVGIKGFNTLPSTEISMYTLSRDPLKAATTPTATYNSDRDNSFLQVHNCIQKENKDSLHSNTANRRTTPV. The pIC50 is 9.0. (9) The small molecule is CSCC[C@H](NC(=O)[C@H](Cc1c[nH]c2ccccc12)NC(=O)CCNC(=O)[C@H](Cc1ccc(S(=O)(=O)O)cc1)NC(=O)O)C(=O)N[C@@H](CC(=O)O)C(=O)N[C@@H](Cc1ccccc1)C(N)=O. The target protein (P79266) has sequence MELLKPNRSVLGSGPGPGASLCRSGGPLLNGSGTGNLSCEPPRIRGAGTRELELAIRVTLYAVIFLMSVGGNVLIIVVLGLSRRLRTVTNAFLLSLAVSDLLLAVACMPFTLLPNLMGTFIFGTVVCKAVSYFMGVSVSVSTLSLVAIALERYSAICRPLQARVWQTRSHAARVIVATWMLSGLLMVPYPVYTAVQPAGPRVLQCMHRWPSARVRQTWSVLLLLLLFFVPGVVMAVAYGLISRELYLGLRFDGDSDSESQSRVGSQGGLPGGTGQGPAQANGRCRSETRLAGEDGDGCYVQLPRSRPALEMSALTAPTPGPGSGTRPAQAKLLAKKRVVRMLLVIVVLFFLCWLPVYSANTWRAFDGPGAHRALSGAPISFIHLLTYASACVNPLVYCFMHRRFRQACLDTCTRCCPRPPRARPRPLPDEDPPTPSIASLSRLSYTTISTLGPG. The pIC50 is 5.4. (10) The compound is CC(=O)N[C@@H]1[C@@H](N=C(N)N)C=C(C(=O)O)O[C@H]1[C@H](O)[C@H](O)CO. The target protein sequence is MNPNQKIITIGSVSLTIATVCFLMQIAILATTVTLHFKQHECDSPASNQVMPCEPIIIERNITEIVYLNNTTIEKEICPKVVEYRNWSKPQCQITGFAPFSKDNSIRLSAGGDIWVTREPYVSCDPGKCYQFALGQGTTLDNKHSNDTVHDRIPHRTLLMNELGVPFHLGTRQVCIAWSSSSCHDGKAWLHVCITGDDKNATASFIYDGRLVDSIGSWSQNILRTQESECVCINGTCTVVMTDGSASGRADTRILFIEEGKIVHISPLSGSAQHIEECSCYPRYPGVRCICRDNWKGSNRPVVDINMEDYSIDSSYVCSGLVGDTPRNDDSSSNSNCRNPNNERGTQGVKGWAFDNGNDLWMGRTISKESRSGYETFKVIGGWSTPNSKSQVNRQVIVDNNNWSGYSGIFSVEGKSCINRCFYVELIRGRPQETRVWWTSNSIVVFCGTSGTYGTGSWPDGANINFMPI. The pIC50 is 5.8.